Dataset: Reaction yield outcomes from USPTO patents with 853,638 reactions. Task: Predict the reaction yield, written as a fraction of the theoretical maximum amount of product (1.0 means a 100% yield; for example, 0.34 means a 34% yield). (1) The reactants are Cl[C:2]1[CH:7]=[C:6]([O:8][CH2:9][C:10]2[CH:11]=[N:12][CH:13]=[CH:14][CH:15]=2)[CH:5]=[CH:4][N:3]=1.O.[NH2:17][NH2:18]. The catalyst is O. The product is [NH:17]([C:2]1[CH:7]=[C:6]([O:8][CH2:9][C:10]2[CH:11]=[N:12][CH:13]=[CH:14][CH:15]=2)[CH:5]=[CH:4][N:3]=1)[NH2:18]. The yield is 0.370. (2) The reactants are [CH3:1][O:2][C:3]1[CH:8]=[CH:7][CH:6]=[CH:5][C:4]=1[C:9]1[C:17]2[C:12](=[N:13][CH:14]=[C:15](B3OC(C)(C)C(C)(C)O3)[CH:16]=2)[N:11](S(C2C=CC(C)=CC=2)(=O)=O)[CH:10]=1.Br[C:38]1[CH:39]=[N:40][CH:41]=[C:42]([CH:48]=1)[C:43]([N:45]([CH3:47])[CH3:46])=[O:44].C([O-])(O)=O.[Na+]. The catalyst is C(#N)C. The product is [CH3:1][O:2][C:3]1[CH:8]=[CH:7][CH:6]=[CH:5][C:4]=1[C:9]1[C:17]2[C:12](=[N:13][CH:14]=[C:15]([C:38]3[CH:39]=[N:40][CH:41]=[C:42]([CH:48]=3)[C:43]([N:45]([CH3:46])[CH3:47])=[O:44])[CH:16]=2)[NH:11][CH:10]=1. The yield is 0.570. (3) The reactants are [CH:1]([Mg]Br)([CH3:3])[CH3:2].[CH2:6]([NH:14][C:15]1[C:16]2[CH:23]=[C:22]([CH:24]=[O:25])[S:21][C:17]=2[N:18]=[CH:19][N:20]=1)[CH2:7][C:8]1[CH:13]=[CH:12][CH:11]=[CH:10][CH:9]=1.[Cl-].[NH4+]. The catalyst is C1COCC1. The product is [CH3:2][CH:1]([CH3:3])[CH:24]([C:22]1[S:21][C:17]2[N:18]=[CH:19][N:20]=[C:15]([NH:14][CH2:6][CH2:7][C:8]3[CH:13]=[CH:12][CH:11]=[CH:10][CH:9]=3)[C:16]=2[CH:23]=1)[OH:25]. The yield is 0.750. (4) The reactants are N[C@@H:2]1[CH2:7][CH2:6][CH2:5][CH2:4][C@@H:3]1[NH:8][C:9]([C:11]1[N:12]=[C:13]([C:31]2[CH:36]=[CH:35][C:34]([Cl:37])=[CH:33][C:32]=2[Cl:38])[N:14]([C:17]2[CH:22]=[CH:21][C:20]([O:23][CH2:24][C:25]3[CH:30]=[CH:29][CH:28]=[CH:27][CH:26]=3)=[CH:19][CH:18]=2)[C:15]=1[CH3:16])=[O:10].[CH2:39]=O.[BH4-].[Na+].[C:43]([BH3-])#[N:44].[Na+]. The catalyst is C(#N)C.C(Cl)Cl.C(O)(=O)C. The product is [CH2:24]([O:23][C:20]1[CH:21]=[CH:22][C:17]([N:14]2[C:15]([CH3:16])=[C:11]([C:9]([NH:8][C@H:3]3[CH2:2][CH2:7][CH2:6][CH2:5][C@H:4]3[N:44]([CH3:43])[CH3:39])=[O:10])[N:12]=[C:13]2[C:31]2[CH:36]=[CH:35][C:34]([Cl:37])=[CH:33][C:32]=2[Cl:38])=[CH:18][CH:19]=1)[C:25]1[CH:26]=[CH:27][CH:28]=[CH:29][CH:30]=1. The yield is 0.320. (5) The reactants are [CH3:1][O:2][C:3](=[O:12])[C:4]1[CH:9]=[CH:8][C:7](Br)=[C:6]([CH3:11])[CH:5]=1.[Cl:13][C:14]1[CH:19]=[CH:18][C:17](B(O)O)=[CH:16][CH:15]=1. No catalyst specified. The product is [CH3:1][O:2][C:3]([C:4]1[CH:9]=[CH:8][C:7]([C:17]2[CH:18]=[CH:19][C:14]([Cl:13])=[CH:15][CH:16]=2)=[C:6]([CH3:11])[CH:5]=1)=[O:12]. The yield is 1.00. (6) The reactants are [CH3:1][O:2][C:3]1[C:4]([CH2:13][O:14][CH3:15])=[C:5]([CH:10]=[CH:11][CH:12]=1)[C:6]([O:8]C)=[O:7].[OH-].[K+].Cl. No catalyst specified. The product is [CH3:1][O:2][C:3]1[C:4]([CH2:13][O:14][CH3:15])=[C:5]([CH:10]=[CH:11][CH:12]=1)[C:6]([OH:8])=[O:7]. The yield is 0.920.